Dataset: Full USPTO retrosynthesis dataset with 1.9M reactions from patents (1976-2016). Task: Predict the reactants needed to synthesize the given product. Given the product [CH3:1][C:2]1[CH:11]=[C:10]([N:12]2[CH2:16][CH2:15][CH2:14][CH2:13]2)[C:9]2[C:4](=[CH:5][C:6]([NH:17][S:18]([C:21]3[CH:27]=[N:28][CH:23]=[CH:24][CH:25]=3)(=[O:20])=[O:19])=[CH:7][CH:8]=2)[N:3]=1, predict the reactants needed to synthesize it. The reactants are: [CH3:1][C:2]1[CH:11]=[C:10]([N:12]2[CH2:16][CH2:15][CH2:14][CH2:13]2)[C:9]2[C:4](=[CH:5][C:6]([NH:17][S:18]([C:21]3S[C:23](Cl)=[CH:24][CH:25]=3)(=[O:20])=[O:19])=[CH:7][CH:8]=2)[N:3]=1.[CH3:27][N:28](C1C=C2C(C(N3CCCC3)=CC(C)=N2)=CC=1)S(C1C=CC=CC=1)(=O)=O.